This data is from NCI-60 drug combinations with 297,098 pairs across 59 cell lines. The task is: Regression. Given two drug SMILES strings and cell line genomic features, predict the synergy score measuring deviation from expected non-interaction effect. (1) Drug 2: C1=CC(=CC=C1CCC2=CNC3=C2C(=O)NC(=N3)N)C(=O)NC(CCC(=O)O)C(=O)O. Cell line: CAKI-1. Drug 1: C1CCN(CC1)CCOC2=CC=C(C=C2)C(=O)C3=C(SC4=C3C=CC(=C4)O)C5=CC=C(C=C5)O. Synergy scores: CSS=11.8, Synergy_ZIP=-3.17, Synergy_Bliss=-3.67, Synergy_Loewe=-3.12, Synergy_HSA=-1.27. (2) Drug 1: C1=CN(C(=O)N=C1N)C2C(C(C(O2)CO)O)O.Cl. Drug 2: C1=CC=C(C(=C1)C(C2=CC=C(C=C2)Cl)C(Cl)Cl)Cl. Cell line: OVCAR-4. Synergy scores: CSS=3.57, Synergy_ZIP=-0.485, Synergy_Bliss=0.306, Synergy_Loewe=-2.26, Synergy_HSA=0.255. (3) Drug 1: C1C(C(OC1N2C=C(C(=O)NC2=O)F)CO)O. Drug 2: CC1C(C(CC(O1)OC2CC(CC3=C2C(=C4C(=C3O)C(=O)C5=CC=CC=C5C4=O)O)(C(=O)C)O)N)O. Cell line: MDA-MB-231. Synergy scores: CSS=40.0, Synergy_ZIP=-9.52, Synergy_Bliss=-9.61, Synergy_Loewe=-18.4, Synergy_HSA=-3.55. (4) Drug 1: CCCS(=O)(=O)NC1=C(C(=C(C=C1)F)C(=O)C2=CNC3=C2C=C(C=N3)C4=CC=C(C=C4)Cl)F. Drug 2: CNC(=O)C1=CC=CC=C1SC2=CC3=C(C=C2)C(=NN3)C=CC4=CC=CC=N4. Cell line: KM12. Synergy scores: CSS=19.2, Synergy_ZIP=-0.956, Synergy_Bliss=4.49, Synergy_Loewe=-11.3, Synergy_HSA=1.51.